This data is from Catalyst prediction with 721,799 reactions and 888 catalyst types from USPTO. The task is: Predict which catalyst facilitates the given reaction. (1) Reactant: [N+:1]([O:4][CH2:5][CH2:6][CH2:7][CH2:8][CH2:9][C:10]([O:12]CC)=[O:11])([O-:3])=[O:2].[OH-].[Li+]. Product: [N+:1]([O:4][CH2:5][CH2:6][CH2:7][CH2:8][CH2:9][C:10]([OH:12])=[O:11])([O-:3])=[O:2]. The catalyst class is: 200. (2) Reactant: [CH3:1][C:2]1[CH:3]=[C:4]([F:9])[CH:5]=[C:6](C)[CH:7]=1.C=O.[BrH:12].[C:13](O)(=O)[CH3:14]. Product: [CH3:1][C:2]1[CH:3]=[C:4]([F:9])[CH:5]=[C:13]([CH3:14])[C:7]=1[CH2:6][Br:12]. The catalyst class is: 6. (3) Reactant: [CH3:1][O:2][C:3](=[O:29])[C@@H:4]([NH:14][C:15]([C:17]1[C:18]([CH3:28])=[N:19][C:20]([NH:24][CH2:25][C:26]#[CH:27])=[N:21][C:22]=1[CH3:23])=[O:16])[CH2:5][NH:6][C:7]([O:9]C(C)(C)C)=O.[C:30](O)([C:32](F)(F)F)=O.C(Cl)Cl.CCN(C(C)C)C(C)C.[S:49]1[CH:53]=CC=[C:50]1C(O)=O.CN(C(ON1N=NC2C=CC=CC1=2)=[N+](C)C)C.F[P-](F)(F)(F)(F)F.C1C=CC2N(O)N=NC=2C=1. Product: [CH3:1][O:2][C:3](=[O:29])[C@@H:4]([NH:14][C:15]([C:17]1[C:22]([CH3:23])=[N:21][C:20]([NH:24][CH2:25][C:26]#[CH:27])=[N:19][C:18]=1[CH3:28])=[O:16])[CH2:5][NH:6][C:7]([C:50]1[S:49][CH:53]=[CH:30][CH:32]=1)=[O:9]. The catalyst class is: 2. (4) Reactant: [C:9](O[C:9]([O:11][C:12]([CH3:15])([CH3:14])[CH3:13])=[O:10])([O:11][C:12]([CH3:15])([CH3:14])[CH3:13])=[O:10].[NH2:16][C:17]1[CH:24]=[CH:23][CH:22]=[CH:21][C:18]=1[CH2:19][OH:20]. Product: [OH:20][CH2:19][C:18]1[CH:21]=[CH:22][CH:23]=[CH:24][C:17]=1[NH:16][C:9](=[O:10])[O:11][C:12]([CH3:13])([CH3:14])[CH3:15]. The catalyst class is: 4. (5) Reactant: Cl[CH2:2][C:3]1[S:4][CH:5]=[C:6]([C:8]([NH:10][C:11]2[CH:19]=[C:18]([C:20]3[CH:21]=[N:22][C:23]([O:31][CH3:32])=[C:24]([NH:26][S:27]([CH3:30])(=[O:29])=[O:28])[CH:25]=3)[CH:17]=[C:16]3[C:12]=2[CH:13]=[N:14][N:15]3S(C2C=CC=CC=2)(=O)=O)=[O:9])[N:7]=1.C(=O)([O-])[O-].[K+].[K+].[CH3:48][C@@H:49]1[CH2:54][NH:53][CH2:52][C@H:51]([CH3:55])[N:50]1[CH:56]([CH3:58])[CH3:57]. Product: [CH3:55][C@H:51]1[N:50]([CH:56]([CH3:58])[CH3:57])[C@@H:49]([CH3:48])[CH2:54][N:53]([CH2:2][C:3]2[S:4][CH:5]=[C:6]([C:8]([NH:10][C:11]3[CH:19]=[C:18]([C:20]4[CH:21]=[N:22][C:23]([O:31][CH3:32])=[C:24]([NH:26][S:27]([CH3:30])(=[O:28])=[O:29])[CH:25]=4)[CH:17]=[C:16]4[C:12]=3[CH:13]=[N:14][NH:15]4)=[O:9])[N:7]=2)[CH2:52]1. The catalyst class is: 23. (6) Reactant: [CH3:1][C:2]1[CH:7]=[C:6]([O:8][CH2:9][CH2:10][CH2:11][C:12]2[CH:17]=[CH:16][CH:15]=[C:14]([CH3:18])[N:13]=2)[CH:5]=[C:4]([CH3:19])[C:3]=1[C:20]1[CH:25]=[CH:24][CH:23]=[C:22]([CH2:26][O:27][C:28]2[CH:33]=[CH:32][C:31]([CH2:34][CH2:35][C:36]([OH:38])=[O:37])=[CH:30][CH:29]=2)[CH:21]=1.C(OCC)(=O)C.[ClH:45]. Product: [ClH:45].[CH3:19][C:4]1[CH:5]=[C:6]([O:8][CH2:9][CH2:10][CH2:11][C:12]2[CH:17]=[CH:16][CH:15]=[C:14]([CH3:18])[N:13]=2)[CH:7]=[C:2]([CH3:1])[C:3]=1[C:20]1[CH:25]=[CH:24][CH:23]=[C:22]([CH2:26][O:27][C:28]2[CH:33]=[CH:32][C:31]([CH2:34][CH2:35][C:36]([OH:38])=[O:37])=[CH:30][CH:29]=2)[CH:21]=1. The catalyst class is: 13. (7) Reactant: [F:1][C:2]1[C:3]([O:24][C@H:25]2[C@@H:29]([OH:30])[CH2:28][O:27][CH2:26]2)=[C:4]([CH:18]=[C:19]([N+:21]([O-:23])=[O:22])[CH:20]=1)[CH2:5][N:6]([CH3:17])[C:7](=[O:16])[O:8][CH2:9][C:10]1[CH:15]=[CH:14][CH:13]=[CH:12][CH:11]=1.[Si:31](Cl)([C:34]([CH3:37])([CH3:36])[CH3:35])([CH3:33])[CH3:32].N1C=CN=C1. Product: [Si:31]([O:30][C@H:29]1[CH2:28][O:27][CH2:26][C@H:25]1[O:24][C:3]1[C:2]([F:1])=[CH:20][C:19]([N+:21]([O-:23])=[O:22])=[CH:18][C:4]=1[CH2:5][N:6]([CH3:17])[C:7](=[O:16])[O:8][CH2:9][C:10]1[CH:15]=[CH:14][CH:13]=[CH:12][CH:11]=1)([C:34]([CH3:37])([CH3:36])[CH3:35])([CH3:33])[CH3:32]. The catalyst class is: 3. (8) Reactant: [C:1]1([O:7][S:8]([O-:11])(=[O:10])=[O:9])[CH:6]=[CH:5][CH:4]=[CH:3][CH:2]=1.C[N+](C)(C)C.S([O-])(O)(=O)=O.[C:22]([C:27]1[CH:32]=[CH:31][C:30]([I+:33][C:34]2[CH:39]=[CH:38][C:37]([C:40]([CH2:43][CH3:44])([CH3:42])[CH3:41])=[CH:36][CH:35]=2)=[CH:29][CH:28]=1)([CH2:25][CH3:26])([CH3:24])[CH3:23].C(Cl)Cl. Product: [C:1]1([O:7][S:8]([O-:11])(=[O:10])=[O:9])[CH:2]=[CH:3][CH:4]=[CH:5][CH:6]=1.[C:40]([C:37]1[CH:38]=[CH:39][C:34]([I+:33][C:30]2[CH:31]=[CH:32][C:27]([C:22]([CH2:25][CH3:26])([CH3:24])[CH3:23])=[CH:28][CH:29]=2)=[CH:35][CH:36]=1)([CH2:43][CH3:44])([CH3:42])[CH3:41]. The catalyst class is: 72. (9) Reactant: [C:1]1(=[O:8])[CH:6]=[CH:5][C:4](=[O:7])[CH:3]=[CH:2]1.[CH:9]([C:11]1[CH:16]=[CH:15][CH:14]=[CH:13][CH:12]=1)=[CH2:10]. Product: [CH:15]1[C:16]2[C:5]3[C:4](=[O:7])[C:3]4[C:12]5[CH:13]=[CH:14][CH:15]=[CH:16][C:11]=5[CH:9]=[CH:10][C:2]=4[C:1](=[O:8])[C:6]=3[CH:10]=[CH:9][C:11]=2[CH:12]=[CH:13][CH:14]=1. The catalyst class is: 51. (10) Reactant: [C:1]([O:5][C:6]1[CH:11]=[C:10]([CH3:12])[C:9]([O:13][CH2:14][CH2:15][CH2:16][CH2:17][CH:18]([P:25]([CH2:29][CH3:30])([CH2:27][CH3:28])=[O:26])[P:19]([CH2:23][CH3:24])([CH2:21][CH3:22])=[O:20])=[C:8]([CH3:31])[C:7]=1[CH2:32][CH2:33][C:34](O)=[O:35])(=[O:4])[CH2:2][CH3:3].[CH3:37]CN(C(C)C)C(C)C.C([O:50][C:51](=[O:61])[C@H:52]([CH2:54][C:55]1[CH:60]=[CH:59][CH:58]=[CH:57][CH:56]=1)[NH2:53])(C)(C)C.CN(C(ON1N=N[C:72]2[CH:73]=[CH:74][CH:75]=[CH:76][C:71]1=2)=[N+](C)C)C.F[P-](F)(F)(F)(F)F. Product: [CH2:37]([N:53]([C:34](=[O:35])[CH2:33][CH2:32][C:7]1[C:8]([CH3:31])=[C:9]([O:13][CH2:14][CH2:15][CH2:16][CH2:17][CH:18]([P:19]([CH2:23][CH3:24])([CH2:21][CH3:22])=[O:20])[P:25]([CH2:27][CH3:28])([CH2:29][CH3:30])=[O:26])[C:10]([CH3:12])=[CH:11][C:6]=1[O:5][C:1](=[O:4])[CH2:2][CH3:3])[C@H:52]([C:51]([OH:50])=[O:61])[CH2:54][C:55]1[CH:56]=[CH:57][CH:58]=[CH:59][CH:60]=1)[C:71]1[CH:76]=[CH:75][CH:74]=[CH:73][CH:72]=1. The catalyst class is: 31.